From a dataset of Peptide-MHC class II binding affinity with 134,281 pairs from IEDB. Regression. Given a peptide amino acid sequence and an MHC pseudo amino acid sequence, predict their binding affinity value. This is MHC class II binding data. (1) The peptide sequence is FLNFLEANGLNAIDF. The binding affinity (normalized) is 0.437. The MHC is HLA-DQA10101-DQB10501 with pseudo-sequence HLA-DQA10101-DQB10501. (2) The peptide sequence is LVDANGTLHDKKSMG. The MHC is HLA-DPA10201-DPB10501 with pseudo-sequence HLA-DPA10201-DPB10501. The binding affinity (normalized) is 0.0490.